Dataset: Reaction yield outcomes from USPTO patents with 853,638 reactions. Task: Predict the reaction yield, written as a fraction of the theoretical maximum amount of product (1.0 means a 100% yield; for example, 0.34 means a 34% yield). (1) The reactants are [CH2:1]([C:3](O)([CH2:6][CH3:7])[C:4]#[CH:5])[CH3:2].CCC(=O)CC.C#C.[NH:17]1[C:25]2[C:20](=[CH:21][CH:22]=[CH:23][C:24]=2[NH:26][S:27]([CH3:30])(=[O:29])=[O:28])[CH:19]=[CH:18]1. The catalyst is ClCCl.O.O.O.O.O.O.O.O.O.[N+]([O-])([O-])=O.[Fe+3].[N+]([O-])([O-])=O.[N+]([O-])([O-])=O.C(OCC)(=O)C. The product is [CH2:1]([C:3]([C:19]1[C:20]2[C:25](=[C:24]([NH:26][S:27]([CH3:30])(=[O:28])=[O:29])[CH:23]=[CH:22][CH:21]=2)[NH:17][CH:18]=1)([CH2:6][CH3:7])[C:4]#[CH:5])[CH3:2]. The yield is 0.170. (2) The reactants are [NH:1]1[C:9]2[C:4](=[CH:5][CH:6]=[CH:7][CH:8]=2)[C:3]([CH2:10][C:11]([O:13][CH2:14][CH3:15])=[O:12])=[CH:2]1.Br[C:17]1[CH:22]=[CH:21][C:20]([C:23]2[CH:28]=[CH:27][CH:26]=[C:25]([O:29][CH3:30])[CH:24]=2)=[CH:19][CH:18]=1.P([O-])([O-])([O-])=O.[K+].[K+].[K+]. The catalyst is C1(C)C=CC=CC=1.[Pd].[Pd].C(=CC(C=CC1C=CC=CC=1)=O)C1C=CC=CC=1.C(=CC(C=CC1C=CC=CC=1)=O)C1C=CC=CC=1.C(=CC(C=CC1C=CC=CC=1)=O)C1C=CC=CC=1. The product is [CH3:30][O:29][C:25]1[CH:24]=[C:23]([C:20]2[CH:21]=[CH:22][C:17]([N:1]3[C:9]4[C:4](=[CH:5][CH:6]=[CH:7][CH:8]=4)[C:3]([CH2:10][C:11]([O:13][CH2:14][CH3:15])=[O:12])=[CH:2]3)=[CH:18][CH:19]=2)[CH:28]=[CH:27][CH:26]=1. The yield is 0.750.